This data is from Reaction yield outcomes from USPTO patents with 853,638 reactions. The task is: Predict the reaction yield, written as a fraction of the theoretical maximum amount of product (1.0 means a 100% yield; for example, 0.34 means a 34% yield). (1) The reactants are [CH3:1][O:2][C:3]1[CH:4]=[C:5]2[C:10](=[CH:11][C:12]=1[O:13][CH3:14])[N:9]=[CH:8][CH:7]=[C:6]2[O:15][C:16]1[C:21]([CH3:22])=[CH:20][C:19]([NH:23][C:24](=O)[CH2:25][CH2:26][O:27][C:28]2[CH:33]=[CH:32][CH:31]=[CH:30][C:29]=2[Cl:34])=[C:18]([CH3:36])[CH:17]=1.Cl.[OH-].[Na+]. The catalyst is O1CCCC1. The product is [Cl:34][C:29]1[CH:30]=[CH:31][CH:32]=[CH:33][C:28]=1[O:27][CH2:26][CH2:25][CH2:24][NH:23][C:19]1[CH:20]=[C:21]([CH3:22])[C:16]([O:15][C:6]2[C:5]3[C:10](=[CH:11][C:12]([O:13][CH3:14])=[C:3]([O:2][CH3:1])[CH:4]=3)[N:9]=[CH:8][CH:7]=2)=[CH:17][C:18]=1[CH3:36]. The yield is 0.800. (2) The reactants are [Cl:1][C:2]1[CH:22]=[C:21]([Cl:23])[CH:20]=[CH:19][C:3]=1[CH2:4][N:5]1[C:9]([CH2:10][CH2:11][C:12]([OH:14])=O)=[CH:8][C:7]([O:15][CH:16]([CH3:18])[CH3:17])=[N:6]1.[CH2:24]([S:28]([NH2:31])(=[O:30])=[O:29])[CH2:25][CH2:26][CH3:27].N12CCCN=C1CCCCC2. The catalyst is O1CCCC1. The product is [CH2:24]([S:28]([NH:31][C:12](=[O:14])[CH2:11][CH2:10][C:9]1[N:5]([CH2:4][C:3]2[CH:19]=[CH:20][C:21]([Cl:23])=[CH:22][C:2]=2[Cl:1])[N:6]=[C:7]([O:15][CH:16]([CH3:18])[CH3:17])[CH:8]=1)(=[O:30])=[O:29])[CH2:25][CH2:26][CH3:27]. The yield is 0.660. (3) The reactants are Cl[C:2]1[N:11]=[C:10]([NH:12][CH2:13][CH:14]([C:21]2[CH:26]=[CH:25][CH:24]=[CH:23][CH:22]=2)[C:15]2[CH:20]=[CH:19][CH:18]=[CH:17][CH:16]=2)[C:9]2[C:4](=[CH:5][CH:6]=[CH:7][CH:8]=2)[N:3]=1.[CH2:27]1[C:32]2[NH:33][C:34]3[C:39]([C:31]=2[CH2:30][CH2:29][NH:28]1)=[CH:38][CH:37]=[CH:36][CH:35]=3.C(Cl)(Cl)Cl.CO. The catalyst is C(O)C. The product is [CH2:27]1[C:32]2[NH:33][C:34]3[C:39]([C:31]=2[CH2:30][CH2:29][N:28]1[C:2]1[N:11]=[C:10]([NH:12][CH2:13][CH:14]([C:21]2[CH:26]=[CH:25][CH:24]=[CH:23][CH:22]=2)[C:15]2[CH:16]=[CH:17][CH:18]=[CH:19][CH:20]=2)[C:9]2[C:4](=[CH:5][CH:6]=[CH:7][CH:8]=2)[N:3]=1)=[CH:38][CH:37]=[CH:36][CH:35]=3. The yield is 0.440. (4) The reactants are C(NC(C)C)(C)C.[Li]CCCC.[C:13]([NH:17][C:18](=[O:20])[OH:19])([CH3:16])([CH3:15])[CH3:14].[CH:21]1([S:24]([NH2:27])(=[O:26])=[O:25])[CH2:23][CH2:22]1.C(I)C(C)C. The catalyst is C1COCC1. The product is [CH2:14]([C:21]1([S:24]([NH2:27])(=[O:26])=[O:25])[CH2:23][CH2:22]1)[CH:13]([CH3:16])[CH3:15].[C:13]([NH:17][C:18](=[O:19])[O-:20])([CH3:16])([CH3:15])[CH3:14]. The yield is 0.690. (5) The reactants are [N+:1]([C:4]1[CH:9]=[CH:8][C:7]([C:10]2[N:14]3[CH:15]=[CH:16][CH:17]=[CH:18][C:13]3=[N:12][C:11]=2[C:19]([F:22])([F:21])[F:20])=[CH:6][CH:5]=1)([O-])=O.Cl[Sn]Cl.[F:26][C:27]1[CH:28]=[C:29](C=C[C:35]=1[F:36])[C:30](Cl)=O.C(N(C(C)C)CC)(C)C.[CH2:46]([OH:48])[CH3:47]. The catalyst is O.C(Cl)Cl. The product is [F:36][C:35]1[C:27]([F:26])=[CH:28][CH:29]=[CH:30][C:47]=1[C:46]([NH:1][C:4]1[CH:9]=[CH:8][C:7]([C:10]2[N:14]3[CH:15]=[CH:16][CH:17]=[CH:18][C:13]3=[N:12][C:11]=2[C:19]([F:22])([F:21])[F:20])=[CH:6][CH:5]=1)=[O:48]. The yield is 0.840. (6) No catalyst specified. The product is [Cl:14][C:13]1[C:4]2[CH:2]([CH3:3])[N:30]([CH:28]([C:19]3[CH:20]=[N:21][C:22]([O:23][CH2:24][CH:25]([F:26])[F:27])=[C:17]([Cl:16])[CH:18]=3)[CH3:29])[C:6](=[O:8])[C:5]=2[CH:10]=[CH:11][N:12]=1. The reactants are Br[CH:2]([C:4]1[C:13]([Cl:14])=[N:12][CH:11]=[CH:10][C:5]=1[C:6]([O:8]C)=O)[CH3:3].Cl.[Cl:16][C:17]1[CH:18]=[C:19]([CH:28]([NH2:30])[CH3:29])[CH:20]=[N:21][C:22]=1[O:23][CH2:24][CH:25]([F:27])[F:26]. The yield is 0.170.